Regression/Classification. Given a drug SMILES string, predict its toxicity properties. Task type varies by dataset: regression for continuous values (e.g., LD50, hERG inhibition percentage) or binary classification for toxic/non-toxic outcomes (e.g., AMES mutagenicity, cardiotoxicity, hepatotoxicity). Dataset: ld50_zhu. From a dataset of Acute oral toxicity (LD50) regression data from Zhu et al.. (1) The drug is CCCC=CC(OCC)OCC. The rat oral LD50 is 2.30, given as -log10 of the dose in mol/kg body weight (higher means more acutely toxic). (2) The compound is CCCOC(N)=O. The rat oral LD50 is 1.74, given as -log10 of the dose in mol/kg body weight (higher means more acutely toxic). (3) The compound is CON=C(C)C(=NOC(=O)N(C)SN(C)C(=O)ON=C(C(=O)N(C)C)C(C)=NOC)C(=O)N(C)C. The rat oral LD50 is 4.31, given as -log10 of the dose in mol/kg body weight (higher means more acutely toxic). (4) The rat oral LD50 is 1.28, given as -log10 of the dose in mol/kg body weight (higher means more acutely toxic). The molecule is CC(C)(C)S. (5) The molecule is CC(Oc1ccc2ccccc2c1)C(=O)Nc1ccccc1. The rat oral LD50 is 1.29, given as -log10 of the dose in mol/kg body weight (higher means more acutely toxic). (6) The compound is Cc1c(C(=O)NCCO)[n+]([O-])c2ccccc2[n+]1[O-]. The rat oral LD50 is 2.19, given as -log10 of the dose in mol/kg body weight (higher means more acutely toxic). (7) The compound is COc1ccc(C=O)cc1OC. The rat oral LD50 is 1.92, given as -log10 of the dose in mol/kg body weight (higher means more acutely toxic).